From a dataset of Forward reaction prediction with 1.9M reactions from USPTO patents (1976-2016). Predict the product of the given reaction. (1) Given the reactants [NH2:1][OH:2].[C:3]([N:6]1[CH2:11][CH2:10][CH:9]([O:12][C@H:13]2[CH2:18][C@H:17]([C:19]([O:21]C)=O)[C@@H:16]([C:23]([N:25]3[CH2:30][CH2:29][N:28]([C:31]4[CH:36]=[CH:35][CH:34]=[CH:33][CH:32]=4)[CH2:27][CH2:26]3)=[O:24])[CH2:15][CH2:14]2)[CH2:8][CH2:7]1)(=[O:5])[CH3:4], predict the reaction product. The product is: [C:3]([N:6]1[CH2:7][CH2:8][CH:9]([O:12][C@H:13]2[CH2:18][C@H:17]([C:19]([NH:1][OH:2])=[O:21])[C@@H:16]([C:23]([N:25]3[CH2:30][CH2:29][N:28]([C:31]4[CH:36]=[CH:35][CH:34]=[CH:33][CH:32]=4)[CH2:27][CH2:26]3)=[O:24])[CH2:15][CH2:14]2)[CH2:10][CH2:11]1)(=[O:5])[CH3:4]. (2) Given the reactants [CH2:1]([NH2:4])[CH2:2][NH2:3].[C:5]([O:14][CH2:15][CH3:16])(=[O:13])/[CH:6]=[CH:7]\[C:8]([O:10]CC)=O, predict the reaction product. The product is: [O:10]=[C:8]1[NH:4][CH2:1][CH2:2][NH:3][CH:7]1[CH2:6][C:5]([O:14][CH2:15][CH3:16])=[O:13].